This data is from NCI-60 drug combinations with 297,098 pairs across 59 cell lines. The task is: Regression. Given two drug SMILES strings and cell line genomic features, predict the synergy score measuring deviation from expected non-interaction effect. (1) Drug 1: C1CC(=O)NC(=O)C1N2CC3=C(C2=O)C=CC=C3N. Drug 2: CC(C)NC(=O)C1=CC=C(C=C1)CNNC.Cl. Cell line: OVCAR-5. Synergy scores: CSS=6.94, Synergy_ZIP=1.01, Synergy_Bliss=5.48, Synergy_Loewe=5.19, Synergy_HSA=5.13. (2) Drug 1: CC(C)NC(=O)C1=CC=C(C=C1)CNNC.Cl. Drug 2: COC1=C2C(=CC3=C1OC=C3)C=CC(=O)O2. Cell line: CCRF-CEM. Synergy scores: CSS=3.14, Synergy_ZIP=8.76, Synergy_Bliss=6.43, Synergy_Loewe=4.55, Synergy_HSA=3.55. (3) Drug 1: C1CC(C1)(C(=O)O)C(=O)O.[NH2-].[NH2-].[Pt+2]. Drug 2: C1CN(CCN1C(=O)CCBr)C(=O)CCBr. Cell line: HOP-62. Synergy scores: CSS=12.2, Synergy_ZIP=-5.87, Synergy_Bliss=-0.855, Synergy_Loewe=-12.5, Synergy_HSA=-0.358. (4) Drug 2: B(C(CC(C)C)NC(=O)C(CC1=CC=CC=C1)NC(=O)C2=NC=CN=C2)(O)O. Cell line: HOP-62. Synergy scores: CSS=18.8, Synergy_ZIP=0.439, Synergy_Bliss=0.598, Synergy_Loewe=-0.809, Synergy_HSA=-0.919. Drug 1: COC1=CC(=CC(=C1O)OC)C2C3C(COC3=O)C(C4=CC5=C(C=C24)OCO5)OC6C(C(C7C(O6)COC(O7)C8=CC=CS8)O)O. (5) Drug 1: CC1OCC2C(O1)C(C(C(O2)OC3C4COC(=O)C4C(C5=CC6=C(C=C35)OCO6)C7=CC(=C(C(=C7)OC)O)OC)O)O. Drug 2: CC1C(C(=O)NC(C(=O)N2CCCC2C(=O)N(CC(=O)N(C(C(=O)O1)C(C)C)C)C)C(C)C)NC(=O)C3=C4C(=C(C=C3)C)OC5=C(C(=O)C(=C(C5=N4)C(=O)NC6C(OC(=O)C(N(C(=O)CN(C(=O)C7CCCN7C(=O)C(NC6=O)C(C)C)C)C)C(C)C)C)N)C. Cell line: M14. Synergy scores: CSS=8.62, Synergy_ZIP=-3.87, Synergy_Bliss=-2.90, Synergy_Loewe=-4.15, Synergy_HSA=-4.34.